Dataset: Full USPTO retrosynthesis dataset with 1.9M reactions from patents (1976-2016). Task: Predict the reactants needed to synthesize the given product. (1) The reactants are: [OH:1][CH:2]([CH2:6][CH:7]([CH3:9])[CH3:8])[C:3]([OH:5])=[O:4].O1[B:15]([C@@H:16]([NH:21][C:22](=[O:35])[CH2:23][NH:24][C:25](=[O:34])[C:26]2[CH:31]=[C:30]([Cl:32])[CH:29]=[CH:28][C:27]=2[Cl:33])[CH2:17][CH:18]([CH3:20])[CH3:19])O[B:15]([C@@H:16]([NH:21][C:22](=[O:35])[CH2:23][NH:24][C:25](=[O:34])[C:26]2[CH:31]=[C:30]([Cl:32])[CH:29]=[CH:28][C:27]=2[Cl:33])[CH2:17][CH:18]([CH3:20])[CH3:19])O[B:15]1[C@@H:16]([NH:21][C:22](=[O:35])[CH2:23][NH:24][C:25](=[O:34])[C:26]1[CH:31]=[C:30]([Cl:32])[CH:29]=[CH:28][C:27]=1[Cl:33])[CH2:17][CH:18]([CH3:20])[CH3:19]. Given the product [Cl:33][C:27]1[CH:28]=[CH:29][C:30]([Cl:32])=[CH:31][C:26]=1[C:25]([NH:24][CH2:23][C:22]([NH:21][C@H:16]([B:15]1[O:1][C@@H:2]([CH2:6][CH:7]([CH3:9])[CH3:8])[C:3](=[O:5])[O:4]1)[CH2:17][CH:18]([CH3:20])[CH3:19])=[O:35])=[O:34], predict the reactants needed to synthesize it. (2) Given the product [CH2:1]1[N:12]2[C:13]3[C:9]([C@@H:10]4[CH2:17][N:16]([CH2:19][CH2:20][CH2:21][C:22]([C:24]5[CH:25]=[CH:26][C:27]([F:30])=[CH:28][CH:29]=5)=[O:23])[CH2:15][CH2:14][C@@H:11]42)=[CH:8][CH:7]=[CH:6][C:5]=3[CH2:4][S:3][CH2:2]1, predict the reactants needed to synthesize it. The reactants are: [CH2:1]1[N:12]2[C:13]3[C:9]([C@@H:10]4[CH2:17][NH:16][CH2:15][CH2:14][C@@H:11]42)=[CH:8][CH:7]=[CH:6][C:5]=3[CH2:4][S:3][CH2:2]1.Cl[CH2:19][CH2:20][CH2:21][C:22]([C:24]1[CH:29]=[CH:28][C:27]([F:30])=[CH:26][CH:25]=1)=[O:23].C([O-])([O-])=O.[K+].[K+].O. (3) Given the product [F:17][CH:18]([F:32])[O:19][C:20]1[CH:21]=[C:22]([CH:23]([C:10]2[CH:9]=[C:8]([O:7][CH3:6])[CH:13]=[C:12]([O:14][CH3:15])[CH:11]=2)[OH:24])[CH:25]=[CH:26][C:27]=1[O:28][CH:29]([F:30])[F:31], predict the reactants needed to synthesize it. The reactants are: C([Li])CCC.[CH3:6][O:7][C:8]1[CH:9]=[C:10](Br)[CH:11]=[C:12]([O:14][CH3:15])[CH:13]=1.[F:17][CH:18]([F:32])[O:19][C:20]1[CH:21]=[C:22]([CH:25]=[CH:26][C:27]=1[O:28][CH:29]([F:31])[F:30])[CH:23]=[O:24]. (4) Given the product [F:14][C:2]([F:1])([F:13])[C:3]1[NH:7][C:6]2[CH:8]=[CH:9][C:10]([NH:12][C:22](=[O:23])[O:24][CH2:25][C:26]([Cl:29])([Cl:28])[Cl:27])=[CH:11][C:5]=2[N:4]=1, predict the reactants needed to synthesize it. The reactants are: [F:1][C:2]([F:14])([F:13])[C:3]1[NH:7][C:6]2[CH:8]=[CH:9][C:10]([NH2:12])=[CH:11][C:5]=2[N:4]=1.N1C=CC=CC=1.Cl[C:22]([O:24][CH2:25][C:26]([Cl:29])([Cl:28])[Cl:27])=[O:23].O.